This data is from Full USPTO retrosynthesis dataset with 1.9M reactions from patents (1976-2016). The task is: Predict the reactants needed to synthesize the given product. (1) The reactants are: C([O:8][C:9]([C:11]1[CH:12]=[C:13]2[C:18](=[CH:19][CH:20]=1)[N:17]=[C:16]([NH2:21])[CH:15]=[CH:14]2)=[O:10])C1C=CC=CC=1.CC(O)C.[OH-].[K+]. Given the product [NH2:21][C:16]1[CH:15]=[CH:14][C:13]2[C:18](=[CH:19][CH:20]=[C:11]([C:9]([OH:10])=[O:8])[CH:12]=2)[N:17]=1, predict the reactants needed to synthesize it. (2) Given the product [CH2:1]([O:8][C:9]1[CH:14]=[C:13]([O:15][CH2:16][C:17]2[CH:22]=[CH:21][CH:20]=[CH:19][CH:18]=2)[C:12]([CH:23]([CH3:25])[CH3:24])=[CH:11][C:10]=1[C:26]([N:28]1[CH2:36][C:35]2[C:30](=[CH:31][CH:32]=[C:33]([O:37][CH2:49][CH2:47][N:51]([CH3:52])[CH3:50])[CH:34]=2)[CH2:29]1)=[O:27])[C:2]1[CH:7]=[CH:6][CH:5]=[CH:4][CH:3]=1, predict the reactants needed to synthesize it. The reactants are: [CH2:1]([O:8][C:9]1[CH:14]=[C:13]([O:15][CH2:16][C:17]2[CH:22]=[CH:21][CH:20]=[CH:19][CH:18]=2)[C:12]([CH:23]([CH3:25])[CH3:24])=[CH:11][C:10]=1[C:26]([N:28]1[CH2:36][C:35]2[C:30](=[CH:31][CH:32]=[C:33]([OH:37])[CH:34]=2)[CH2:29]1)=[O:27])[C:2]1[CH:7]=[CH:6][CH:5]=[CH:4][CH:3]=1.C([O-])([O-])=O.[K+].[K+].CCO[C:47]([CH3:49])=O.[CH3:50][N:51](C=O)[CH3:52]. (3) Given the product [Br:37][C:38]1[N:39]=[CH:40][C:41]([CH2:42][N:27]2[CH2:28][CH2:29][CH:24]([N:21]3[C:19]4[N:20]=[C:15]([C:12]5[CH:11]=[CH:10][C:9]([NH:8][C:6]([NH:5][CH2:4][CH2:3][N:2]([CH3:36])[CH3:1])=[O:7])=[CH:14][CH:13]=5)[N:16]=[C:17]([N:30]5[CH2:35][CH2:34][O:33][CH2:32][CH2:31]5)[C:18]=4[N:23]=[N:22]3)[CH2:25][CH2:26]2)=[CH:44][CH:45]=1, predict the reactants needed to synthesize it. The reactants are: [CH3:1][N:2]([CH3:36])[CH2:3][CH2:4][NH:5][C:6]([NH:8][C:9]1[CH:14]=[CH:13][C:12]([C:15]2[N:16]=[C:17]([N:30]3[CH2:35][CH2:34][O:33][CH2:32][CH2:31]3)[C:18]3[N:23]=[N:22][N:21]([CH:24]4[CH2:29][CH2:28][NH:27][CH2:26][CH2:25]4)[C:19]=3[N:20]=2)=[CH:11][CH:10]=1)=[O:7].[Br:37][C:38]1[CH:45]=[CH:44][C:41]([CH:42]=O)=[CH:40][N:39]=1.[BH-](OC(C)=O)(OC(C)=O)OC(C)=O.[Na+].CC(O)=O. (4) Given the product [F:1][C:2]1[CH:3]=[C:4]([NH:9][C:10](=[O:22])[CH2:11][C:12]([NH:14][C:15]2[CH:20]=[CH:19][C:18]([F:21])=[CH:17][CH:16]=2)=[O:13])[CH:5]=[CH:6][C:7]=1[O:8][C:26]1[CH:27]=[CH:28][N:23]=[CH:24][CH:25]=1, predict the reactants needed to synthesize it. The reactants are: [F:1][C:2]1[CH:3]=[C:4]([NH:9][C:10](=[O:22])[CH2:11][C:12]([NH:14][C:15]2[CH:20]=[CH:19][C:18]([F:21])=[CH:17][CH:16]=2)=[O:13])[CH:5]=[CH:6][C:7]=1[OH:8].[N:23]1[CH:28]=[CH:27][C:26](B(O)O)=[CH:25][CH:24]=1.N1C=CC=CC=1. (5) Given the product [ClH:24].[ClH:24].[F:1][C:2]1[CH:10]=[CH:9][C:8]2[C:4](=[CH:5][N:6]([CH3:11])[N:7]=2)[C:3]=1[C@H:12]1[CH2:14][C@@H:13]1[CH2:15][NH2:16], predict the reactants needed to synthesize it. The reactants are: [F:1][C:2]1[CH:10]=[CH:9][C:8]2[C:4](=[CH:5][N:6]([CH3:11])[N:7]=2)[C:3]=1[C@H:12]1[CH2:14][C@@H:13]1[CH2:15][NH:16]C(=O)OC(C)(C)C.[ClH:24].CO. (6) Given the product [OH:1][C@@H:2]1[CH2:3][C@H:4]([CH:6]([NH:8][C:9]([C:11]2[C:19]3[C:14](=[N:15][CH:16]=[C:17]([C:20]4[C:28]5[C:23](=[CH:24][C:25]([F:29])=[CH:26][CH:27]=5)[N:22]([CH3:30])[N:21]=4)[N:18]=3)[NH:13][CH:12]=2)=[O:10])[CH3:7])[CH2:5]1, predict the reactants needed to synthesize it. The reactants are: [OH:1][C@@H:2]1[CH2:5][C@H:4]([CH:6]([NH:8][C:9]([C:11]2[C:19]3[C:14](=[N:15][CH:16]=[C:17]([C:20]4[C:28]5[C:23](=[CH:24][C:25]([F:29])=[CH:26][CH:27]=5)[N:22]([CH3:30])[N:21]=4)[N:18]=3)[N:13](COCC[Si](C)(C)C)[CH:12]=2)=[O:10])[CH3:7])[CH2:3]1.C(O)(C(F)(F)F)=O.C(N)CN.